From a dataset of Full USPTO retrosynthesis dataset with 1.9M reactions from patents (1976-2016). Predict the reactants needed to synthesize the given product. (1) Given the product [CH2:1]([C:9]1[N:10]([CH2:22][CH2:23][O:24][CH2:25][C:26]#[C:27][C:29]2[CH:34]=[CH:33][CH:32]=[CH:31][CH:30]=2)[C:11]2[C:20]3[CH:19]=[CH:18][CH:17]=[CH:16][C:15]=3[N:14]=[CH:13][C:12]=2[N:21]=1)[CH2:2][CH2:3][CH2:4][CH2:5][CH2:6][CH2:7][CH3:8], predict the reactants needed to synthesize it. The reactants are: [CH2:1]([C:9]1[N:10]([CH2:22][CH2:23][O:24][CH2:25][C:26]#[CH:27])[C:11]2[C:20]3[CH:19]=[CH:18][CH:17]=[CH:16][C:15]=3[N:14]=[CH:13][C:12]=2[N:21]=1)[CH2:2][CH2:3][CH2:4][CH2:5][CH2:6][CH2:7][CH3:8].I[C:29]1[CH:34]=[CH:33][CH:32]=[CH:31][CH:30]=1. (2) Given the product [Br:21][CH2:22][CH2:23][C:24]([N:9]1[CH2:8][C:7]2[CH:13]=[C:3]([O:2][CH3:1])[CH:4]=[CH:5][C:6]=2[S:12][CH2:11][CH2:10]1)=[O:25], predict the reactants needed to synthesize it. The reactants are: [CH3:1][O:2][C:3]1[CH:4]=[CH:5][C:6]2[S:12][CH2:11][CH2:10][NH:9][CH2:8][C:7]=2[CH:13]=1.C(N(CC)CC)C.[Br:21][CH2:22][CH2:23][C:24](Cl)=[O:25]. (3) Given the product [CH3:17][C:4]1[N:3]=[C:2]([C:25]2[CH:24]=[CH:23][CH:22]=[C:21]([N+:18]([O-:20])=[O:19])[CH:26]=2)[N:7]=[C:6]([N:8]2[CH2:13][CH2:12][O:11][CH2:10][CH2:9]2)[C:5]=1[N+:14]([O-:16])=[O:15], predict the reactants needed to synthesize it. The reactants are: Cl[C:2]1[N:7]=[C:6]([N:8]2[CH2:13][CH2:12][O:11][CH2:10][CH2:9]2)[C:5]([N+:14]([O-:16])=[O:15])=[C:4]([CH3:17])[N:3]=1.[N+:18]([C:21]1[CH:22]=[C:23](B(O)O)[CH:24]=[CH:25][CH:26]=1)([O-:20])=[O:19]. (4) Given the product [ClH:1].[N:34]1([C:2]2[CH:3]=[CH:4][C:5]3[C:11]4[NH:12][C:13](=[O:21])[C:14]([C:17]([OH:19])=[O:18])=[C:15]([OH:16])[C:10]=4[CH2:9][CH2:8][CH2:7][C:6]=3[CH:33]=2)[CH2:40][CH2:39][CH2:38][NH:37][CH2:36][CH2:35]1, predict the reactants needed to synthesize it. The reactants are: [Cl:1][C:2]1[CH:3]=[CH:4][C:5]2[C:11]3[N:12](CC4C=CC(OC)=CC=4OC)[C:13](=[O:21])[C:14]([C:17]([O:19]C)=[O:18])=[C:15]([OH:16])[C:10]=3[CH2:9][CH2:8][CH2:7][C:6]=2[CH:33]=1.[N:34]1(C(OC(C)(C)C)=O)[CH2:40][CH2:39][CH2:38][NH:37][CH2:36][CH2:35]1.